From a dataset of Full USPTO retrosynthesis dataset with 1.9M reactions from patents (1976-2016). Predict the reactants needed to synthesize the given product. (1) The reactants are: CC1(C)C(C)(C)OB(C2[C:10]([NH:15][C:16](=O)OC(C)(C)C)=[N:11][CH:12]=[CH:13][CH:14]=2)O1.BrC1C=CC=CC=1C#[N:28].C(=O)([O-])[O-].[Na+].[Na+].[C:39]1([CH3:45])[CH:44]=[CH:43][CH:42]=[CH:41][CH:40]=1.C(O)C. Given the product [CH:14]1[CH:13]=[CH:12][N:11]=[C:10]2[C:45]=1[C:39]1[CH:44]=[CH:43][CH:42]=[CH:41][C:40]=1[C:16]([NH2:28])=[N:15]2, predict the reactants needed to synthesize it. (2) Given the product [F:20][C:21]1[C:28]([F:29])=[C:27]([CH3:30])[C:26]([F:31])=[C:25]([F:32])[C:22]=1[CH2:23][N:8]([CH2:7][C:6]1[CH:18]=[CH:19][C:3]([CH2:1][CH3:2])=[CH:4][CH:5]=1)[C:9]1[CH:17]=[CH:16][C:12]2[NH:13][CH:14]=[N:15][C:11]=2[CH:10]=1, predict the reactants needed to synthesize it. The reactants are: [CH2:1]([C:3]1[CH:19]=[CH:18][C:6]([CH2:7][NH:8][C:9]2[CH:17]=[CH:16][C:12]3[N:13]=[CH:14][NH:15][C:11]=3[CH:10]=2)=[CH:5][CH:4]=1)[CH3:2].[F:20][C:21]1[C:28]([F:29])=[C:27]([CH3:30])[C:26]([F:31])=[C:25]([F:32])[C:22]=1[CH2:23]Br.C([O-])([O-])=O.[K+].[K+]. (3) Given the product [Si:1]([O:8][CH2:9][C:10]1[C:18]2[O:17][N:16]=[C:15]([CH2:19][CH2:20][CH:21]3[CH2:22][CH2:23][N:24]([C:27]([O:29][C:30]([CH3:33])([CH3:32])[CH3:31])=[O:28])[CH2:25][CH2:26]3)[C:14]=2[CH:13]=[CH:12][C:11]=1[CH2:34][CH2:35][O:36][CH3:37])([C:4]([CH3:5])([CH3:7])[CH3:6])([CH3:2])[CH3:3], predict the reactants needed to synthesize it. The reactants are: [Si:1]([O:8][CH2:9][C:10]1[C:18]2[O:17][N:16]=[C:15]([CH2:19][CH2:20][CH:21]3[CH2:26][CH2:25][N:24]([C:27]([O:29][C:30]([CH3:33])([CH3:32])[CH3:31])=[O:28])[CH2:23][CH2:22]3)[C:14]=2[CH:13]=[CH:12][C:11]=1[CH2:34][CH2:35][OH:36])([C:4]([CH3:7])([CH3:6])[CH3:5])([CH3:3])[CH3:2].[CH3:37]I.[H-].[Na+].[Cl-].[NH4+]. (4) Given the product [N:12]([CH2:1][CH2:2][CH2:3][CH2:4][CH2:5][CH2:6][CH2:7][CH2:8][CH2:9][C:10]#[CH:11])=[C:13]=[O:14], predict the reactants needed to synthesize it. The reactants are: [CH2:1]([NH2:12])[CH2:2][CH2:3][CH2:4][CH2:5][CH2:6][CH2:7][CH2:8][CH2:9][C:10]#[CH:11].[C:13](=O)(O)[O-:14].[Na+]. (5) Given the product [CH2:23]([S:20]([N:17]1[CH2:18][CH2:19][CH:14]([C:5]2[C:4]3[C:8](=[C:9]([C:11]([NH2:13])=[O:12])[CH:10]=[C:2]([C:29]4[CH:30]=[N:31][C:26]([F:25])=[CH:27][CH:28]=4)[CH:3]=3)[NH:7][CH:6]=2)[CH2:15][CH2:16]1)(=[O:22])=[O:21])[CH3:24], predict the reactants needed to synthesize it. The reactants are: Br[C:2]1[CH:3]=[C:4]2[C:8](=[C:9]([C:11]([NH2:13])=[O:12])[CH:10]=1)[NH:7][CH:6]=[C:5]2[CH:14]1[CH2:19][CH2:18][N:17]([S:20]([CH2:23][CH3:24])(=[O:22])=[O:21])[CH2:16][CH2:15]1.[F:25][C:26]1[N:31]=[CH:30][C:29](B(O)O)=[CH:28][CH:27]=1.C(=O)([O-])[O-].[K+].[K+].CCOC(C)=O. (6) The reactants are: CS[C:3]1[N:8]=[C:7]([NH:9][CH2:10][C:11]2[S:12][C:13]([CH3:16])=[CH:14][CH:15]=2)[N:6]2[N:17]=[CH:18][C:19]([CH2:20][CH2:21][CH3:22])=[C:5]2[N:4]=1.[C:23]([O-])(O)=O.[Na+].O[O:29][S:30]([O-:32])=O.[K+].O. Given the product [CH3:23][S:30]([C:3]1[N:8]=[C:7]([NH:9][CH2:10][C:11]2[S:12][C:13]([CH3:16])=[CH:14][CH:15]=2)[N:6]2[N:17]=[CH:18][C:19]([CH2:20][CH2:21][CH3:22])=[C:5]2[N:4]=1)(=[O:32])=[O:29], predict the reactants needed to synthesize it. (7) Given the product [F:1][C:2]1[CH:10]=[CH:9][CH:8]=[C:7]([N+:11]([O-:13])=[O:12])[C:3]=1[C:4]([NH:6][C:67]1[CH:68]=[CH:63][CH:64]=[C:65]([CH2:69][C:70]([F:71])([F:73])[F:72])[CH:66]=1)=[O:5], predict the reactants needed to synthesize it. The reactants are: [F:1][C:2]1[CH:10]=[CH:9][CH:8]=[C:7]([N+:11]([O-:13])=[O:12])[C:3]=1[C:4]([NH2:6])=[O:5].CC1(C)C2C(=C(P(C3C=CC=CC=3)C3C=CC=CC=3)C=CC=2)OC2C(P(C3C=CC=CC=3)C3C=CC=CC=3)=CC=CC1=2.C(=O)([O-])[O-].[Cs+].[Cs+].Br[C:63]1[CH:68]=[CH:67][CH:66]=[C:65]([CH2:69][C:70]([F:73])([F:72])[F:71])[CH:64]=1.